This data is from Full USPTO retrosynthesis dataset with 1.9M reactions from patents (1976-2016). The task is: Predict the reactants needed to synthesize the given product. Given the product [SH:3][C:2]1[N:1]([C:4]2[CH:9]=[CH:8][CH:7]=[CH:6][C:5]=2[O:10][CH3:11])[C:14](=[O:13])[C:15]2[C:16](=[CH:17][C:18]([CH3:21])=[CH:19][CH:20]=2)[N:22]=1, predict the reactants needed to synthesize it. The reactants are: [N:1]([C:4]1[CH:9]=[CH:8][CH:7]=[CH:6][C:5]=1[O:10][CH3:11])=[C:2]=[S:3].C[O:13][C:14](=O)[C:15]1[CH:20]=[CH:19][C:18]([CH3:21])=[CH:17][C:16]=1[NH2:22].C(O)(=O)C.